This data is from Catalyst prediction with 721,799 reactions and 888 catalyst types from USPTO. The task is: Predict which catalyst facilitates the given reaction. (1) The catalyst class is: 4. Reactant: [NH2:1][C:2]1[CH:6]=[C:5]([C:7]2[CH:12]=[CH:11][CH:10]=[C:9]([O:13]C)[CH:8]=2)[S:4][C:3]=1[C:15]([NH2:17])=[O:16].C[Si]([N:22]=[C:23]=[O:24])(C)C.CN(C)C=O. Product: [NH2:22][C:23]([NH:1][C:2]1[CH:6]=[C:5]([C:7]2[CH:12]=[CH:11][CH:10]=[C:9]([OH:13])[CH:8]=2)[S:4][C:3]=1[C:15]([NH2:17])=[O:16])=[O:24]. (2) Reactant: [NH2:1][C:2]1[C:3]([N:8]2[CH2:12][C@@H:11]([N:13]([CH3:15])[CH3:14])[CH2:10][C:9]2=[O:16])=[N:4][N:5]([CH3:7])[CH:6]=1.[C:17]([O:21][C:22]([N:24]([CH2:39][C:40]([F:43])([F:42])[F:41])[C:25]1[CH:30]=[C:29]([C:31]2[O:32][CH:33]=[C:34]([C:36](O)=[O:37])[N:35]=2)[CH:28]=[CH:27][N:26]=1)=[O:23])([CH3:20])([CH3:19])[CH3:18].CN(C(ON1N=NC2C=CC=NC1=2)=[N+](C)C)C.F[P-](F)(F)(F)(F)F.C(N(C(C)C)CC)(C)C. Product: [CH3:15][N:13]([CH3:14])[C@@H:11]1[CH2:12][N:8]([C:3]2[C:2]([NH:1][C:36]([C:34]3[N:35]=[C:31]([C:29]4[CH:28]=[CH:27][N:26]=[C:25]([N:24]([CH2:39][C:40]([F:42])([F:41])[F:43])[C:22](=[O:23])[O:21][C:17]([CH3:20])([CH3:19])[CH3:18])[CH:30]=4)[O:32][CH:33]=3)=[O:37])=[CH:6][N:5]([CH3:7])[N:4]=2)[C:9](=[O:16])[CH2:10]1. The catalyst class is: 18. (3) Reactant: [C:1]([O:5][C:6]([NH:8][C@H:9]1[C@H:14]([OH:15])[C@@H:13]([CH3:16])[CH2:12][N:11]([C:17]2[CH:22]=[CH:21][N:20]=[CH:19][C:18]=2[N:23]([C:31]([O:33][C:34]([CH3:37])([CH3:36])[CH3:35])=[O:32])[C:24]([O:26][C:27]([CH3:30])([CH3:29])[CH3:28])=[O:25])[CH2:10]1)=[O:7])([CH3:4])([CH3:3])[CH3:2].C(N(CC)CC)C.[CH3:45][S:46](Cl)(=[O:48])=[O:47]. Product: [CH3:45][S:46]([O:15][C@@H:14]1[C@@H:13]([CH3:16])[CH2:12][N:11]([C:17]2[CH:22]=[CH:21][N:20]=[CH:19][C:18]=2[N:23]([C:24]([O:26][C:27]([CH3:30])([CH3:29])[CH3:28])=[O:25])[C:31]([O:33][C:34]([CH3:36])([CH3:35])[CH3:37])=[O:32])[CH2:10][C@H:9]1[NH:8][C:6]([O:5][C:1]([CH3:4])([CH3:2])[CH3:3])=[O:7])(=[O:48])=[O:47]. The catalyst class is: 2. (4) The catalyst class is: 129. Reactant: [N:1]([C:4]1[N:8]([C@@H:9]2[O:21][C@H:20]([CH2:22][O:23][C:24](=[O:26])[CH3:25])[C@@H:15]([O:16][C:17](=[O:19])[CH3:18])[C@H:10]2[O:11][C:12](=[O:14])[CH3:13])[C:7]2[CH:27]=[CH:28][CH:29]=[CH:30][C:6]=2[N:5]=1)=[N+]=[N-]. Product: [NH2:1][C:4]1[N:8]([C@@H:9]2[O:21][C@H:20]([CH2:22][O:23][C:24](=[O:26])[CH3:25])[C@@H:15]([O:16][C:17](=[O:19])[CH3:18])[C@H:10]2[O:11][C:12](=[O:14])[CH3:13])[C:7]2[CH:27]=[CH:28][CH:29]=[CH:30][C:6]=2[N:5]=1. (5) Reactant: Cl.[Cl:2][CH2:3][CH2:4][NH:5][C@H:6]([C:9]([OH:11])=[O:10])[CH2:7][SH:8].C([O-])(O)=O.[Na+].O.C([O-])(O)=O.[Na+]. Product: [ClH:2].[NH:5]1[CH2:4][CH2:3][S:8][CH2:7][C@H:6]1[C:9]([OH:11])=[O:10]. The catalyst class is: 6. (6) Reactant: [Cl:1][C:2]1[CH:3]=[C:4]([C:10]2([C:25]([F:28])([F:27])[F:26])[O:14][N:13]=[C:12]([C:15]3[CH:23]=[CH:22][C:18]([C:19]([OH:21])=O)=[C:17]([CH3:24])[CH:16]=3)[CH2:11]2)[CH:5]=[C:6]([Cl:9])[C:7]=1[Cl:8].CCN(C(C)C)C(C)C.CN(C(ON1N=NC2C=CC=NC1=2)=[N+](C)C)C.F[P-](F)(F)(F)(F)F.Cl.[NH2:63][CH2:64][C:65]1[CH:66]=[CH:67][C:68]2[C:72]3([CH2:76][CH2:75][CH2:74][CH2:73]3)[O:71][B:70]([OH:77])[C:69]=2[CH:78]=1. Product: [OH:77][B:70]1[C:69]2[CH:78]=[C:65]([CH2:64][NH:63][C:19](=[O:21])[C:18]3[CH:22]=[CH:23][C:15]([C:12]4[CH2:11][C:10]([C:4]5[CH:3]=[C:2]([Cl:1])[C:7]([Cl:8])=[C:6]([Cl:9])[CH:5]=5)([C:25]([F:26])([F:28])[F:27])[O:14][N:13]=4)=[CH:16][C:17]=3[CH3:24])[CH:66]=[CH:67][C:68]=2[C:72]2([CH2:73][CH2:74][CH2:75][CH2:76]2)[O:71]1. The catalyst class is: 3. (7) Reactant: C([O:3][C:4]([C:6]1[O:10][N:9]=[C:8]([C:11]2[CH:16]=[CH:15][C:14]([NH:17][C:18]([NH:20][C:21]3[CH:26]=[CH:25][CH:24]=[CH:23][C:22]=3[F:27])=[O:19])=[CH:13][CH:12]=2)[CH:7]=1)=[O:5])C.[OH-].[Na+].Cl. Product: [F:27][C:22]1[CH:23]=[CH:24][CH:25]=[CH:26][C:21]=1[NH:20][C:18](=[O:19])[NH:17][C:14]1[CH:13]=[CH:12][C:11]([C:8]2[CH:7]=[C:6]([C:4]([OH:5])=[O:3])[O:10][N:9]=2)=[CH:16][CH:15]=1. The catalyst class is: 1. (8) Reactant: [C:1]([C:5]1[CH:10]=[CH:9][C:8]([C:11]2[N:15]([CH3:16])[N:14]=[C:13]([C:17](=O)[CH3:18])[C:12]=2[OH:20])=[CH:7][CH:6]=1)([CH3:4])([CH3:3])[CH3:2].[Cl:21][C:22]1[CH:31]=[C:30]([C:32]([NH:34][NH2:35])=[O:33])[CH:29]=[CH:28][C:23]=1[C:24]([O:26][CH3:27])=[O:25]. Product: [C:1]([C:5]1[CH:10]=[CH:9][C:8]([C:11]2[N:15]([CH3:16])[N:14]=[C:13]([C:17](=[N:35][NH:34][C:32]([C:30]3[CH:29]=[CH:28][C:23]([C:24]([O:26][CH3:27])=[O:25])=[C:22]([Cl:21])[CH:31]=3)=[O:33])[CH3:18])[C:12]=2[OH:20])=[CH:7][CH:6]=1)([CH3:4])([CH3:3])[CH3:2]. The catalyst class is: 32. (9) Reactant: Cl[C:2]1[C:7]([CH:8]([F:10])[F:9])=[CH:6][N:5]=[C:4]([CH3:11])[CH:3]=1.[F:12][C:13]([F:24])([F:23])[C:14]1[N:19]=[CH:18][C:17](B(O)O)=[CH:16][N:15]=1.C(=O)([O-])[O-].[K+].[K+]. Product: [F:9][CH:8]([F:10])[C:7]1[C:2]([C:17]2[CH:16]=[N:15][C:14]([C:13]([F:24])([F:23])[F:12])=[N:19][CH:18]=2)=[CH:3][C:4]([CH3:11])=[N:5][CH:6]=1. The catalyst class is: 294. (10) Reactant: [CH:1]1[C:10]2[C:5](=[CH:6][CH:7]=[CH:8][CH:9]=2)[CH:4]=[CH:3][C:2]=1[C:11]([NH:13][C:14]1[CH:36]=[CH:35][C:17]([CH2:18][N:19]2[C:27]3[C:22](=[CH:23][CH:24]=[C:25]([F:28])[CH:26]=3)[C:21]([CH2:29][C:30]([O:32]CC)=[O:31])=[N:20]2)=[CH:16][CH:15]=1)=[O:12].O.[OH-].[Li+].O.Cl. Product: [CH:1]1[C:10]2[C:5](=[CH:6][CH:7]=[CH:8][CH:9]=2)[CH:4]=[CH:3][C:2]=1[C:11]([NH:13][C:14]1[CH:15]=[CH:16][C:17]([CH2:18][N:19]2[C:27]3[C:22](=[CH:23][CH:24]=[C:25]([F:28])[CH:26]=3)[C:21]([CH2:29][C:30]([OH:32])=[O:31])=[N:20]2)=[CH:35][CH:36]=1)=[O:12]. The catalyst class is: 7.